This data is from Reaction yield outcomes from USPTO patents with 853,638 reactions. The task is: Predict the reaction yield, written as a fraction of the theoretical maximum amount of product (1.0 means a 100% yield; for example, 0.34 means a 34% yield). (1) The reactants are [F:1][C:2]1[CH:7]=[C:6]([O:8][C:9]2[CH:14]=[CH:13][CH:12]=[CH:11][CH:10]=2)[CH:5]=[CH:4][C:3]=1[C:15]1[C:23]2[C:18](=[N:19][CH:20]=[N:21][C:22]=2[NH2:24])[N:17]([C@@H:25]2[CH2:30][CH2:29][CH2:28][NH:27][CH2:26]2)[N:16]=1.[C:31]([CH2:33][C:34](O)=[O:35])#[N:32].N1(C(N2C=CN=C2)=O)C=CN=C1. The catalyst is ClCCl. The product is [NH2:24][C:22]1[N:21]=[CH:20][N:19]=[C:18]2[N:17]([C@@H:25]3[CH2:30][CH2:29][CH2:28][N:27]([C:34](=[O:35])[CH2:33][C:31]#[N:32])[CH2:26]3)[N:16]=[C:15]([C:3]3[CH:4]=[CH:5][C:6]([O:8][C:9]4[CH:14]=[CH:13][CH:12]=[CH:11][CH:10]=4)=[CH:7][C:2]=3[F:1])[C:23]=12. The yield is 0.450. (2) The reactants are C([O-])(=O)C.[K+].[CH2:6]([O:13][C:14]1[CH:19]=[C:18](I)[C:17]([Cl:21])=[CH:16][C:15]=1[Cl:22])[C:7]1[CH:12]=[CH:11][CH:10]=[CH:9][CH:8]=1.B1(B2OC(C)(C)C(C)(C)O2)OC(C)(C)C(C)(C)O1.[Cl:41][C:42]1[N:50]=[C:49]2[C:45]([N:46]=[CH:47][N:48]2[CH2:51][C:52]2[CH:57]=[CH:56][C:55]([O:58][CH3:59])=[CH:54][CH:53]=2)=[C:44](Cl)[N:43]=1.P([O-])([O-])([O-])=O.[K+].[K+].[K+]. The catalyst is CN(C=O)C.C([O-])(=O)C.[Pd+2].C([O-])(=O)C. The product is [CH2:6]([O:13][C:14]1[C:15]([Cl:22])=[CH:16][C:17]([Cl:21])=[C:18]([C:44]2[N:43]=[C:42]([Cl:41])[N:50]=[C:49]3[C:45]=2[N:46]=[CH:47][N:48]3[CH2:51][C:52]2[CH:57]=[CH:56][C:55]([O:58][CH3:59])=[CH:54][CH:53]=2)[CH:19]=1)[C:7]1[CH:12]=[CH:11][CH:10]=[CH:9][CH:8]=1. The yield is 0.350. (3) The reactants are [H-].[Na+].[CH3:3][O:4][C:5]1[CH:6]=[C:7]([C:13]2[CH:18]=[CH:17][N:16]=[C:15]([N:19]3[C:23]4[CH:24]=[CH:25][CH:26]=[CH:27][C:22]=4[NH:21][C:20]3=[O:28])[N:14]=2)[CH:8]=[CH:9][C:10]=1[O:11][CH3:12].[CH:29]1(Br)[CH2:33][CH2:32][CH2:31][CH2:30]1. The catalyst is CN(C)C=O. The product is [CH:29]1([N:21]2[C:22]3[CH:27]=[CH:26][CH:25]=[CH:24][C:23]=3[N:19]([C:15]3[N:14]=[C:13]([C:7]4[CH:8]=[CH:9][C:10]([O:11][CH3:12])=[C:5]([O:4][CH3:3])[CH:6]=4)[CH:18]=[CH:17][N:16]=3)[C:20]2=[O:28])[CH2:33][CH2:32][CH2:31][CH2:30]1. The yield is 0.370. (4) The reactants are C([NH:6][C:7]1[CH:12]=[CH:11][C:10]([N+:13]([O-:15])=[O:14])=[CH:9][C:8]=1[C:16]#[C:17][C:18]([CH3:24])([CH3:23])[C:19]([O:21][CH3:22])=[O:20])(=O)CCC. The catalyst is C(#N)C. The product is [CH3:23][C:18]([C:17]1[NH:6][C:7]2[C:8]([CH:16]=1)=[CH:9][C:10]([N+:13]([O-:15])=[O:14])=[CH:11][CH:12]=2)([CH3:24])[C:19]([O:21][CH3:22])=[O:20]. The yield is 0.230.